From a dataset of Peptide-MHC class I binding affinity with 185,985 pairs from IEDB/IMGT. Regression. Given a peptide amino acid sequence and an MHC pseudo amino acid sequence, predict their binding affinity value. This is MHC class I binding data. (1) The peptide sequence is KRWIAVPT. The MHC is HLA-B27:05 with pseudo-sequence HLA-B27:05. The binding affinity (normalized) is 0.623. (2) The peptide sequence is LTSREVLLLT. The MHC is HLA-B57:01 with pseudo-sequence HLA-B57:01. The binding affinity (normalized) is 0.393. (3) The peptide sequence is VEGVSGGAW. The MHC is HLA-B44:03 with pseudo-sequence HLA-B44:03. The binding affinity (normalized) is 0.562.